This data is from Peptide-MHC class II binding affinity with 134,281 pairs from IEDB. The task is: Regression. Given a peptide amino acid sequence and an MHC pseudo amino acid sequence, predict their binding affinity value. This is MHC class II binding data. (1) The peptide sequence is ECGGILQAYDLRDAP. The MHC is DRB4_0101 with pseudo-sequence DRB4_0103. The binding affinity (normalized) is 0.274. (2) The peptide sequence is KLALGGSIAVKITEH. The binding affinity (normalized) is 0.728. The MHC is DRB1_0701 with pseudo-sequence DRB1_0701. (3) The peptide sequence is NHLKTVLEEKLEKED. The MHC is DRB1_0301 with pseudo-sequence DRB1_0301. The binding affinity (normalized) is 0.237. (4) The peptide sequence is SFGIVVAWQVKLLPV. The MHC is DRB1_0101 with pseudo-sequence DRB1_0101. The binding affinity (normalized) is 0.856. (5) The peptide sequence is VHAQTVEDEARRMWA. The MHC is HLA-DPA10103-DPB10201 with pseudo-sequence HLA-DPA10103-DPB10201. The binding affinity (normalized) is 0.0174. (6) The peptide sequence is FDHEFTFGWDELLSK. The MHC is DRB1_1302 with pseudo-sequence DRB1_1302. The binding affinity (normalized) is 0. (7) The binding affinity (normalized) is 0. The MHC is HLA-DPA10201-DPB10501 with pseudo-sequence HLA-DPA10201-DPB10501. The peptide sequence is NSQDHGWDLNAASAY. (8) The peptide sequence is YDKFLAYVSTVLTGK. The MHC is DRB1_0802 with pseudo-sequence DRB1_0802. The binding affinity (normalized) is 0.880.